This data is from Reaction yield outcomes from USPTO patents with 853,638 reactions. The task is: Predict the reaction yield, written as a fraction of the theoretical maximum amount of product (1.0 means a 100% yield; for example, 0.34 means a 34% yield). The reactants are C(OC([N:8]1[C:16]2[C:11](=[C:12]([NH:24][C:25]3[CH:30]=[CH:29][C:28]([I:31])=[CH:27][C:26]=3[F:32])[C:13]([NH:17][S:18]([CH:21]3[CH2:23][CH2:22]3)(=[O:20])=[O:19])=[CH:14][CH:15]=2)[CH:10]=[N:9]1)=O)(C)(C)C.C(O)(C(F)(F)F)=O. The catalyst is C(Cl)Cl. The product is [F:32][C:26]1[CH:27]=[C:28]([I:31])[CH:29]=[CH:30][C:25]=1[NH:24][C:12]1[C:13]([NH:17][S:18]([CH:21]2[CH2:23][CH2:22]2)(=[O:20])=[O:19])=[CH:14][CH:15]=[C:16]2[C:11]=1[CH:10]=[N:9][NH:8]2. The yield is 0.490.